From a dataset of Full USPTO retrosynthesis dataset with 1.9M reactions from patents (1976-2016). Predict the reactants needed to synthesize the given product. (1) Given the product [CH2:13]([C:15]1[CH:16]=[C:17]([CH:18]=[CH:19][CH:20]=1)[O:21][C:2]1[N:3]=[C:4]([OH:12])[C:5]2[CH:11]=[CH:10][N:9]=[CH:8][C:6]=2[N:7]=1)[CH3:14], predict the reactants needed to synthesize it. The reactants are: Cl[C:2]1[N:3]=[C:4]([OH:12])[C:5]2[CH:11]=[CH:10][N:9]=[CH:8][C:6]=2[N:7]=1.[CH2:13]([C:15]1[CH:16]=[C:17]([OH:21])[CH:18]=[CH:19][CH:20]=1)[CH3:14].C(=O)([O-])[O-].[K+].[K+].Cl. (2) Given the product [Cl:30][C:27]1[CH:26]=[CH:25][C:24]([CH2:23][N:22]2[C:21]3[C:20](=[O:31])[N:19]([CH2:32][CH2:33][CH2:34][O:35][CH:36]4[CH2:41][CH2:40][CH2:39][CH2:38][O:37]4)[C:18](=[O:42])[N:17]([CH3:43])[C:16]=3[N:15]=[C:14]2[O:10][CH2:9][CH2:8][O:7][CH:1]2[CH2:6][CH2:5][CH2:4][CH2:3][CH2:2]2)=[CH:29][CH:28]=1, predict the reactants needed to synthesize it. The reactants are: [CH:1]1([O:7][CH2:8][CH2:9][OH:10])[CH2:6][CH2:5][CH2:4][CH2:3][CH2:2]1.[H-].[Na+].Br[C:14]1[N:22]([CH2:23][C:24]2[CH:29]=[CH:28][C:27]([Cl:30])=[CH:26][CH:25]=2)[C:21]2[C:20](=[O:31])[N:19]([CH2:32][CH2:33][CH2:34][O:35][CH:36]3[CH2:41][CH2:40][CH2:39][CH2:38][O:37]3)[C:18](=[O:42])[N:17]([CH3:43])[C:16]=2[N:15]=1. (3) Given the product [Cl:13][C:14]1[N:19]=[C:7]2[C:6]([NH:5][C:4](=[O:12])[N:3]2[CH3:1])=[CH:11][N:15]=1, predict the reactants needed to synthesize it. The reactants are: [CH2:1]([N:3]1[C:7]2C=CC=[CH:11][C:6]=2[NH:5][C:4]1=[O:12])C.[Cl:13][C:14]1[N:19]=C(NC)C(N)=C[N:15]=1. (4) Given the product [Cl:1][C:2]1[CH:7]=[C:6]([CH2:8][N:9]2[C:13]([CH3:14])=[CH:12][C:11]([C:15]([O:17][CH2:18][CH3:19])=[O:16])=[N:10]2)[C:5]2[O:20][C:29]([C:24]3[CH:25]=[CH:26][CH:27]=[CH:28][C:23]=3[Cl:22])=[CH:30][C:4]=2[CH:3]=1, predict the reactants needed to synthesize it. The reactants are: [Cl:1][C:2]1[CH:3]=[C:4](I)[C:5]([OH:20])=[C:6]([CH2:8][N:9]2[C:13]([CH3:14])=[CH:12][C:11]([C:15]([O:17][CH2:18][CH3:19])=[O:16])=[N:10]2)[CH:7]=1.[Cl:22][C:23]1[CH:28]=[CH:27][CH:26]=[CH:25][C:24]=1[C:29]#[CH:30].CCN(CC)CC.